Dataset: Reaction yield outcomes from USPTO patents with 853,638 reactions. Task: Predict the reaction yield, written as a fraction of the theoretical maximum amount of product (1.0 means a 100% yield; for example, 0.34 means a 34% yield). (1) The reactants are C(O[C:6](=O)[N:7]([CH2:9][C:10]1[CH:14]=[C:13]([S:15]([C:18]2[CH:23]=[CH:22][CH:21]=[C:20]([C:24]#[N:25])[CH:19]=2)(=[O:17])=[O:16])[N:12]([C:26]2[C:27]([F:32])=[N:28][CH:29]=[CH:30][CH:31]=2)[N:11]=1)C)(C)(C)C.C(OCC)(=O)C.[ClH:40]. The catalyst is C(OCC)(=O)C.CC(O)C. The product is [ClH:40].[F:32][C:27]1[C:26]([N:12]2[C:13]([S:15]([C:18]3[CH:19]=[C:20]([CH:21]=[CH:22][CH:23]=3)[C:24]#[N:25])(=[O:16])=[O:17])=[CH:14][C:10]([CH2:9][NH:7][CH3:6])=[N:11]2)=[CH:31][CH:30]=[CH:29][N:28]=1. The yield is 0.860. (2) The reactants are [Br:1][C:2]1[CH:10]=[CH:9][C:5]([C:6]([OH:8])=[O:7])=[C:4]([F:11])[CH:3]=1.[CH3:12]O.S(=O)(=O)(O)O. The catalyst is C(OCC)(=O)C. The product is [Br:1][C:2]1[CH:10]=[CH:9][C:5]([C:6]([O:8][CH3:12])=[O:7])=[C:4]([F:11])[CH:3]=1. The yield is 0.880.